This data is from Reaction yield outcomes from USPTO patents with 853,638 reactions. The task is: Predict the reaction yield, written as a fraction of the theoretical maximum amount of product (1.0 means a 100% yield; for example, 0.34 means a 34% yield). (1) The reactants are [F:1][C:2]1[CH:3]=[CH:4][C:5]2[N:9]=[CH:8][N:7]([C:10]3[N:15]=[C:14]([NH:16][CH:17]4[CH2:22][CH2:21][O:20][CH2:19][CH2:18]4)[C:13]([NH2:23])=[CH:12][N:11]=3)[C:6]=2[CH:24]=1.[C:25]1([CH2:31][C:32](O)=[O:33])[CH:30]=[CH:29][CH:28]=[CH:27][CH:26]=1.Cl.CN(C)CCCN=C=NCC. The catalyst is C(#N)C. The product is [F:1][C:2]1[CH:3]=[CH:4][C:5]2[N:9]=[CH:8][N:7]([C:10]3[N:15]=[C:14]([NH:16][CH:17]4[CH2:18][CH2:19][O:20][CH2:21][CH2:22]4)[C:13]([NH:23][C:32](=[O:33])[CH2:31][C:25]4[CH:30]=[CH:29][CH:28]=[CH:27][CH:26]=4)=[CH:12][N:11]=3)[C:6]=2[CH:24]=1. The yield is 0.750. (2) The reactants are [CH:1]1[C:15](=[O:16])[N:14]=C2[N:3]([C@@H:4]3[O:8][C@H:7]([CH2:9][OH:10])[C@@H:6]([OH:11])[C@@H:5]3O2)[CH:2]=1.[CH3:17][SH:18].[CH3:19]N(C)C(N(C)C)=N. The catalyst is CN(C=O)C. The product is [CH3:19][C@@H:5]1[C@H:6]([OH:11])[C@@H:7]([CH2:9][OH:10])[O:8][C@H:4]1[N:3]1[CH:2]=[CH:1][C:15](=[O:16])[NH:14][C:17]1=[S:18]. The yield is 0.754. (3) The yield is 0.510. The product is [CH2:1]1[C:9]2[N:8]3[CH:10]=[C:11]([NH:13][C:14]([C:16]4[CH:21]=[CH:20][C:19]([C:22]([CH3:28])([CH3:27])[C:23]([OH:25])=[O:24])=[CH:18][CH:17]=4)=[O:15])[N:12]=[C:7]3[CH:6]=[CH:5][C:4]=2[O:3][CH2:2]1. The catalyst is CO. The reactants are [CH2:1]1[C:9]2[N:8]3[CH:10]=[C:11]([NH:13][C:14]([C:16]4[CH:21]=[CH:20][C:19]([C:22]([CH3:28])([CH3:27])[C:23]([O:25]C)=[O:24])=[CH:18][CH:17]=4)=[O:15])[N:12]=[C:7]3[CH:6]=[CH:5][C:4]=2[O:3][CH2:2]1.C1COCC1.O.[OH-].[K+]. (4) The reactants are S([O:6][CH3:7])(OC)(=O)=O.[OH:8][C:9](=[CH:13][C:14]1[CH:19]=[CH:18][CH:17]=[C:16]([N+:20]([O-:22])=[O:21])[CH:15]=1)[C:10](O)=[O:11].[C:23](=O)([O-])[O-].[Cs+].[Cs+]. The catalyst is CN(C=O)C. The product is [CH3:23][O:8][C:9](=[CH:13][C:14]1[CH:19]=[CH:18][CH:17]=[C:16]([N+:20]([O-:22])=[O:21])[CH:15]=1)[C:10]([O:6][CH3:7])=[O:11]. The yield is 0.670. (5) The reactants are [Cl:1][C:2]1[CH:3]=[N+:4]([O-])[CH:5]=[CH:6][C:7]=1[O:8][CH3:9].C[Si]([C:15]#[N:16])(C)C. The catalyst is CC#N. The product is [Cl:1][C:2]1[C:3]([C:15]#[N:16])=[N:4][CH:5]=[CH:6][C:7]=1[O:8][CH3:9]. The yield is 0.923. (6) The reactants are [Cl-].[Cl-].[Cl-].[In+3].Cl[SiH]([C:13]1[CH:18]=[CH:17][CH:16]=[CH:15][CH:14]=1)[C:13]1[CH:18]=[CH:17][CH:16]=[CH:15][CH:14]=1.Br[C:20]1[S:30][C:23]2[CH:24]3[CH:28]([CH2:29][C:22]=2[CH:21]=1)[CH2:27][NH:26][CH2:25]3.Cl[CH:32](Cl)C. No catalyst specified. The product is [CH2:32]([N:26]1[CH2:25][CH:24]2[CH:28]([CH2:29][C:22]3[CH:21]=[CH:20][S:30][C:23]=32)[CH2:27]1)[C:13]1[CH:14]=[CH:15][CH:16]=[CH:17][CH:18]=1. The yield is 0.570. (7) The reactants are C(OC(=O)[NH:7][C:8]1[CH:13]=[CH:12][CH:11]=[CH:10][C:9]=1[C:14](=[O:22])[C:15]1[CH:20]=[CH:19][CH:18]=[CH:17][C:16]=1[Cl:21])(C)(C)C. The catalyst is Cl.CC(O)=O. The product is [NH2:7][C:8]1[CH:13]=[CH:12][CH:11]=[CH:10][C:9]=1[C:14]([C:15]1[CH:20]=[CH:19][CH:18]=[CH:17][C:16]=1[Cl:21])=[O:22]. The yield is 0.830.